This data is from Catalyst prediction with 721,799 reactions and 888 catalyst types from USPTO. The task is: Predict which catalyst facilitates the given reaction. (1) Reactant: C([O:8][C:9](=[O:29])[CH2:10][O:11][C:12]1[CH:21]=[CH:20][C:15]([C:16]([O:18][CH3:19])=[O:17])=[C:14]([CH:22]([O:26][CH2:27][CH3:28])[O:23][CH2:24][CH3:25])[CH:13]=1)C1C=CC=CC=1. Product: [CH2:24]([O:23][CH:22]([O:26][CH2:27][CH3:28])[C:14]1[CH:13]=[C:12]([CH:21]=[CH:20][C:15]=1[C:16]([O:18][CH3:19])=[O:17])[O:11][CH2:10][C:9]([OH:29])=[O:8])[CH3:25]. The catalyst class is: 99. (2) Reactant: [NH2:1][C:2]([C:10]1[CH:15]=[CH:14][CH:13]=[CH:12][CH:11]=1)([CH2:8][CH3:9])[C:3](OCC)=[O:4].[BH4-].[Na+]. Product: [NH2:1][C:2]([C:10]1[CH:15]=[CH:14][CH:13]=[CH:12][CH:11]=1)([CH2:8][CH3:9])[CH2:3][OH:4]. The catalyst class is: 97. (3) Reactant: [F:1][C:2]1[C:10]2[NH:9][C:8]3[CH2:11][CH2:12][N:13]4[C@@H:17]([C:7]=3[C:6]=2[CH:5]=[C:4]([CH3:18])[CH:3]=1)[CH2:16][CH2:15][CH2:14]4.[H-].[Na+].[CH3:21][C:22]1([C:25]2[CH:26]=[N:27][CH:28]=[CH:29][CH:30]=2)[CH2:24][O:23]1. Product: [F:1][C:2]1[C:10]2[N:9]([CH2:21][C:22]([C:25]3[CH:26]=[N:27][CH:28]=[CH:29][CH:30]=3)([OH:23])[CH3:24])[C:8]3[CH2:11][CH2:12][N:13]4[C@@H:17]([C:7]=3[C:6]=2[CH:5]=[C:4]([CH3:18])[CH:3]=1)[CH2:16][CH2:15][CH2:14]4. The catalyst class is: 3. (4) Reactant: [CH:1]1([C:7]2[CH:20]=[CH:19][C:10]([O:11][CH2:12][C@H:13]3[O:17][C:16]([NH2:18])=[N:15][CH2:14]3)=[CH:9][CH:8]=2)[CH2:6][CH2:5][CH2:4][CH2:3][CH2:2]1.C[O:22][C:23](=O)[C:24]#[C:25][CH2:26][O:27][CH2:28][CH3:29]. Product: [CH:1]1([C:7]2[CH:20]=[CH:19][C:10]([O:11][CH2:12][C@H:13]3[O:17][C:16]4=[N:18][C:23](=[O:22])[CH:24]=[C:25]([CH2:26][O:27][CH2:28][CH3:29])[N:15]4[CH2:14]3)=[CH:9][CH:8]=2)[CH2:2][CH2:3][CH2:4][CH2:5][CH2:6]1. The catalyst class is: 22. (5) Reactant: [C:1]([C:3]1[CH:8]=[CH:7][C:6]([NH:9][C:10](=[O:40])[CH2:11][O:12][C:13]2[CH:18]=[CH:17][C:16]([C:19]3[N:27](COCC[Si](C)(C)C)[C:26]4[C:25](=[O:36])[N:24]([CH2:37][CH2:38][CH3:39])[CH:23]=[N:22][C:21]=4[N:20]=3)=[CH:15][CH:14]=2)=[CH:5][CH:4]=1)#[N:2]. Product: [C:1]([C:3]1[CH:8]=[CH:7][C:6]([NH:9][C:10](=[O:40])[CH2:11][O:12][C:13]2[CH:14]=[CH:15][C:16]([C:19]3[NH:27][C:26]4[C:25](=[O:36])[N:24]([CH2:37][CH2:38][CH3:39])[CH:23]=[N:22][C:21]=4[N:20]=3)=[CH:17][CH:18]=2)=[CH:5][CH:4]=1)#[N:2]. The catalyst class is: 157. (6) Reactant: C([O:3][C:4]([CH:6]1[C:11](=[O:12])[CH2:10][CH2:9][N:8]([C:13]([O:15][C:16]([CH3:19])([CH3:18])[CH3:17])=[O:14])[CH2:7]1)=O)C.[BH4-].[Na+].[NH4+].[Cl-]. Product: [C:16]([O:15][C:13]([N:8]1[CH2:9][CH2:10][CH:11]([OH:12])[CH:6]([CH2:4][OH:3])[CH2:7]1)=[O:14])([CH3:19])([CH3:18])[CH3:17]. The catalyst class is: 5. (7) The catalyst class is: 3. Product: [F:1][C:2]1[CH:3]=[C:4]([CH2:9][C:10]([Cl:16])=[O:12])[CH:5]=[C:6]([F:8])[CH:7]=1. Reactant: [F:1][C:2]1[CH:3]=[C:4]([CH2:9][C:10]([OH:12])=O)[CH:5]=[C:6]([F:8])[CH:7]=1.C(Cl)(=O)C([Cl:16])=O.